The task is: Predict the reaction yield, written as a fraction of the theoretical maximum amount of product (1.0 means a 100% yield; for example, 0.34 means a 34% yield).. This data is from Reaction yield outcomes from USPTO patents with 853,638 reactions. (1) The reactants are [Cl:1][C:2]1[CH:3]=[CH:4][C:5]([F:10])=[C:6]([CH:9]=1)[C:7]#[N:8].[N-:11]=[N+:12]=[N-:13].[Na+].C(O)(=O)C.[OH-].[Na+]. The catalyst is CCOCC.C(O)CCC. The product is [Cl:1][C:2]1[CH:3]=[CH:4][C:5]([F:10])=[C:6]([C:7]2[NH:13][N:12]=[N:11][N:8]=2)[CH:9]=1. The yield is 0.490. (2) The reactants are Cl[C:2]1[N:10]=[C:9]([Cl:11])[CH:8]=[CH:7][C:3]=1[C:4]([NH2:6])=O.[CH3:12][O-:13].[Na+].Cl. The catalyst is CO. The product is [Cl:11][C:9]1[CH:8]=[C:7]([O:13][CH3:12])[C:3]([C:4]#[N:6])=[CH:2][N:10]=1. The yield is 0.770. (3) The reactants are [CH2:1]1[C:9]2[CH:8]=[C:7]([C:10](OCC)=[O:11])[N:6]=[CH:5][C:4]=2[CH2:3][O:2]1.[H-].[H-].[H-].[H-].[Li+].[Al+3].O.[OH-].[Na+]. The catalyst is C1COCC1. The product is [CH2:1]1[C:9]2[CH:8]=[C:7]([CH2:10][OH:11])[N:6]=[CH:5][C:4]=2[CH2:3][O:2]1. The yield is 0.100. (4) The reactants are [CH3:1][CH2:2][N:3]([CH2:6][CH2:7][NH:8][C:9]([C:11]1[C:12]([CH3:29])=[C:13](/[CH:17]=[C:18]2/[C:19]3[CH:20]=[C:21]([F:28])[CH:22]=[CH:23][C:24]=3[NH:25][C:26]/2=[O:27])[NH:14][C:15]=1[CH3:16])=[O:10])[CH2:4][CH3:5].[C:30]([OH:38])(=[O:37])[C@H:31]([CH2:33][C:34]([OH:36])=[O:35])[OH:32]. The catalyst is CO. The product is [CH3:1][CH2:2][N:3]([CH2:6][CH2:7][NH:8][C:9]([C:11]1[C:12]([CH3:29])=[C:13](/[CH:17]=[C:18]2/[C:19]3[CH:20]=[C:21]([F:28])[CH:22]=[CH:23][C:24]=3[NH:25][C:26]/2=[O:27])[NH:14][C:15]=1[CH3:16])=[O:10])[CH2:4][CH3:5].[C:30]([O-:38])(=[O:37])[C@H:31]([CH2:33][C:34]([O-:36])=[O:35])[OH:32]. The yield is 0.900.